Dataset: Forward reaction prediction with 1.9M reactions from USPTO patents (1976-2016). Task: Predict the product of the given reaction. (1) Given the reactants [Cl-].Cl[C:3]1[N:8]=[C:7]([C:9]2[S:13][CH:12]=[N:11][C:10]=2[C:14]2[CH:15]=[C:16]([NH:20][C:21](=[O:28])[CH2:22][C:23]3[S:24][CH:25]=[CH:26][CH:27]=3)[CH:17]=[CH:18][CH:19]=2)[CH:6]=[CH:5][N:4]=1.[NH2:29][C:30]1[CH:31]=[C:32]2[C:36](=[CH:37][CH:38]=1)[CH2:35][CH:34]([N:39]([CH3:41])[CH3:40])[CH2:33]2, predict the reaction product. The product is: [CH3:40][N:39]([CH3:41])[CH:34]1[CH2:33][C:32]2[C:36](=[CH:37][CH:38]=[C:30]([NH:29][C:3]3[N:8]=[C:7]([C:9]4[S:13][CH:12]=[N:11][C:10]=4[C:14]4[CH:15]=[C:16]([NH:20][C:21](=[O:28])[CH2:22][C:23]5[S:24][CH:25]=[CH:26][CH:27]=5)[CH:17]=[CH:18][CH:19]=4)[CH:6]=[CH:5][N:4]=3)[CH:31]=2)[CH2:35]1. (2) The product is: [CH3:23][N:13]1[C:14]2[C:19](=[CH:18][C:17]([C:43]#[C:42][CH2:41][C:35]3[CH:40]=[CH:39][CH:38]=[CH:37][CH:36]=3)=[CH:16][CH:15]=2)[C:20](=[O:21])[N:11]([CH2:10][C:7]2[CH:8]=[CH:9][C:4]([C:3]([O:2][CH3:1])=[O:25])=[CH:5][CH:6]=2)[C:12]1=[O:24]. Given the reactants [CH3:1][O:2][C:3](=[O:25])[C:4]1[CH:9]=[CH:8][C:7]([CH2:10][N:11]2[C:20](=[O:21])[C:19]3[C:14](=[CH:15][CH:16]=[C:17](I)[CH:18]=3)[N:13]([CH3:23])[C:12]2=[O:24])=[CH:6][CH:5]=1.C(N(C(C)C)CC)(C)C.[C:35]1([CH2:41][C:42]#[CH:43])[CH:40]=[CH:39][CH:38]=[CH:37][CH:36]=1.O, predict the reaction product.